From a dataset of Full USPTO retrosynthesis dataset with 1.9M reactions from patents (1976-2016). Predict the reactants needed to synthesize the given product. (1) Given the product [CH3:1][N:2]1[C:14]2[C:13]3[N:12]=[C:11]([S:15][C:18]4[CH:28]=[CH:29][CH:24]=[CH:25][CH:26]=4)[N:10]=[CH:9][C:8]=3[CH2:7][CH2:6][C:5]=2[C:4]([C:19]([O:21][CH2:22][CH3:23])=[O:20])=[N:3]1.[CH2:29]([O:31][C:11]1[N:10]=[CH:9][C:8]2[CH2:7][CH2:6][C:5]3[C:4]([C:19]([O:21][CH2:22][CH3:23])=[O:20])=[N:3][N:2]([CH3:1])[C:14]=3[C:13]=2[N:12]=1)[CH3:24], predict the reactants needed to synthesize it. The reactants are: [CH3:1][N:2]1[C:14]2[C:13]3[N:12]=[C:11]([S:15]([CH3:18])(=O)=O)[N:10]=[CH:9][C:8]=3[CH2:7][CH2:6][C:5]=2[C:4]([C:19]([O:21][CH2:22][CH3:23])=[O:20])=[N:3]1.[CH:24]1[CH:29]=[CH:28]C(S)=[CH:26][CH:25]=1.[OH-:31].[Na+].Cl. (2) Given the product [N:22]1[CH:27]=[CH:26][CH:25]=[C:24]([C:2]2[O:3][C:4]3[CH:10]=[CH:9][C:8]([CH2:11][C:12]([O:14][CH3:15])=[O:13])=[CH:7][C:5]=3[CH:6]=2)[CH:23]=1, predict the reactants needed to synthesize it. The reactants are: Br[C:2]1[O:3][C:4]2[CH:10]=[CH:9][C:8]([CH2:11][C:12]([O:14][CH3:15])=[O:13])=[CH:7][C:5]=2[CH:6]=1.C([O-])([O-])=O.[Na+].[Na+].[N:22]1[CH:27]=[CH:26][CH:25]=[C:24](B(O)O)[CH:23]=1.